Dataset: Forward reaction prediction with 1.9M reactions from USPTO patents (1976-2016). Task: Predict the product of the given reaction. (1) Given the reactants [Cl:1][C:2]1[CH:27]=[CH:26][CH:25]=[CH:24][C:3]=1[O:4][C:5]1[C:10]([C:11]([O:13]CC)=[O:12])=[C:9]([CH3:16])[N:8]=[C:7]([C:17]2[CH:22]=[CH:21][CH:20]=[C:19]([F:23])[CH:18]=2)[CH:6]=1.[OH-].[K+].O.Cl, predict the reaction product. The product is: [Cl:1][C:2]1[CH:27]=[CH:26][CH:25]=[CH:24][C:3]=1[O:4][C:5]1[C:10]([C:11]([OH:13])=[O:12])=[C:9]([CH3:16])[N:8]=[C:7]([C:17]2[CH:22]=[CH:21][CH:20]=[C:19]([F:23])[CH:18]=2)[CH:6]=1. (2) Given the reactants BrC1C(=O)[NH:4][C:5](=[O:8])[NH:6]C=1.C/C(/O[Si](C)(C)C)=N\[Si](C)(C)C.[F:22][C:23]1[CH:30]=[CH:29][CH:28]=[C:27]([F:31])[C:24]=1[CH2:25]Br, predict the reaction product. The product is: [F:22][C:23]1[CH:30]=[CH:29][CH:28]=[C:27]([F:31])[C:24]=1[CH2:25][NH:4][C:5]([NH2:6])=[O:8]. (3) Given the reactants [CH3:1][O:2][C:3]([C:5]1[CH:10]=[C:9]([Br:11])[C:8](=[O:12])[N:7]([CH2:13][C:14]2[S:15][CH:16]=[CH:17][N:18]=2)[C:6]=1[CH2:19]Br)=[O:4].[CH3:21][O:22][C:23](=[O:36])[CH2:24][NH:25][S:26]([C:29]1[CH:34]=[CH:33][C:32]([CH3:35])=[CH:31][CH:30]=1)(=[O:28])=[O:27].[I-].[Na+].C(=O)([O-])[O-].[K+].[K+], predict the reaction product. The product is: [CH3:1][O:2][C:3]([C:5]1[CH:10]=[C:9]([Br:11])[C:8](=[O:12])[N:7]([CH2:13][C:14]2[S:15][CH:16]=[CH:17][N:18]=2)[C:6]=1[CH2:19][N:25]([CH2:24][C:23]([O:22][CH3:21])=[O:36])[S:26]([C:29]1[CH:30]=[CH:31][C:32]([CH3:35])=[CH:33][CH:34]=1)(=[O:28])=[O:27])=[O:4]. (4) Given the reactants [OH-].[Na+].[Cl:3][C:4]1[CH:5]=[C:6]([CH:26]=[CH:27][C:28]=1[Cl:29])[CH:7]=[CH:8][C:9]1=[N:10][CH2:11][CH2:12][N:13]([CH2:20][C:21]([O:23]CC)=[O:22])[C:14]2[CH:19]=[CH:18][CH:17]=[CH:16][C:15]1=2, predict the reaction product. The product is: [Cl:3][C:4]1[CH:5]=[C:6]([CH:26]=[CH:27][C:28]=1[Cl:29])[CH:7]=[CH:8][C:9]1=[N:10][CH2:11][CH2:12][N:13]([CH2:20][C:21]([OH:23])=[O:22])[C:14]2[CH:19]=[CH:18][CH:17]=[CH:16][C:15]1=2. (5) Given the reactants [CH3:1][C:2]1[S:6][C:5]([C:7]2[CH:8]=[C:9]3[C:14](=[C:15]([O:17]COCC[Si](C)(C)C)[CH:16]=2)[N:13]=[CH:12][N:11](COCC[Si](C)(C)C)[C:10]3=[O:34])=[N:4][N:3]=1, predict the reaction product. The product is: [OH:17][C:15]1[CH:16]=[C:7]([C:5]2[S:6][C:2]([CH3:1])=[N:3][N:4]=2)[CH:8]=[C:9]2[C:14]=1[N:13]=[CH:12][NH:11][C:10]2=[O:34]. (6) Given the reactants Cl.[Cl:2][C:3]1[CH:4]=[N+:5]([O-:46])[CH:6]=[C:7]([Cl:45])[C:8]=1[CH2:9][C@@H:10]([C:30]1[CH:35]=[CH:34][C:33]([O:36][CH:37]([F:39])[F:38])=[C:32]([O:40][CH2:41][CH:42]2[CH2:44][CH2:43]2)[CH:31]=1)[O:11][C:12](=[O:29])[C:13]1[CH:18]=[CH:17][C:16]([O:19][CH3:20])=[C:15]([O:21]C([C@@H]2CCCN2)=O)[CH:14]=1.C([O-])(O)=O.[Na+], predict the reaction product. The product is: [Cl:45][C:7]1[CH:6]=[N+:5]([O-:46])[CH:4]=[C:3]([Cl:2])[C:8]=1[CH2:9][C@@H:10]([C:30]1[CH:35]=[CH:34][C:33]([O:36][CH:37]([F:39])[F:38])=[C:32]([O:40][CH2:41][CH:42]2[CH2:44][CH2:43]2)[CH:31]=1)[O:11][C:12](=[O:29])[C:13]1[CH:18]=[CH:17][C:16]([O:19][CH3:20])=[C:15]([OH:21])[CH:14]=1.